Dataset: Full USPTO retrosynthesis dataset with 1.9M reactions from patents (1976-2016). Task: Predict the reactants needed to synthesize the given product. (1) Given the product [ClH:15].[ClH:15].[CH:4]1([NH:7][CH2:8][C@@H:9]2[C@H:13]([F:14])[CH2:12][NH:11][CH2:10]2)[CH2:6][CH2:5]1, predict the reactants needed to synthesize it. The reactants are: C(O)C.[CH:4]1([NH:7][CH2:8][C@@H:9]2[C@H:13]([F:14])[CH2:12][NH:11][CH2:10]2)[CH2:6][CH2:5]1.[ClH:15].CO.C(OCC)(=O)C. (2) Given the product [C:27]1([C:2]2[C:14]3[C:13]4[C:8](=[CH:9][C:10]([C:15]([CH3:17])([CH3:18])[CH3:16])=[CH:11][CH:12]=4)[CH2:7][C:6]=3[CH:5]=[C:4]([C:19]([CH3:20])([CH3:22])[CH3:21])[CH:3]=2)[CH:32]=[CH:31][CH:30]=[CH:29][CH:28]=1, predict the reactants needed to synthesize it. The reactants are: Br[C:2]1[C:14]2[C:13]3[C:8](=[CH:9][C:10]([C:15]([CH3:18])([CH3:17])[CH3:16])=[CH:11][CH:12]=3)[CH2:7][C:6]=2[CH:5]=[C:4]([C:19]([CH3:22])([CH3:21])[CH3:20])[CH:3]=1.C([C:27]1[CH:32]=[CH:31][C:30](B(O)O)=[CH:29][CH:28]=1)(C)(C)C.C([O-])([O-])=O.[Na+].[Na+]. (3) Given the product [Si:1]([O:8][CH:9]([C:35]([CH3:36])([CH3:37])[CH3:38])[CH2:10][O:11][C:12]1[CH:17]=[CH:16][C:15]([C:18]([C:23]2[CH:32]=[CH:31][C:26]([CH2:27][OH:28])=[C:25]([CH3:33])[CH:24]=2)([CH2:19][CH3:20])[CH2:21][CH3:22])=[CH:14][C:13]=1[CH3:34])([C:4]([CH3:5])([CH3:7])[CH3:6])([CH3:2])[CH3:3], predict the reactants needed to synthesize it. The reactants are: [Si:1]([O:8][CH:9]([C:35]([CH3:38])([CH3:37])[CH3:36])[CH2:10][O:11][C:12]1[CH:17]=[CH:16][C:15]([C:18]([C:23]2[CH:32]=[CH:31][C:26]([C:27](OC)=[O:28])=[C:25]([CH3:33])[CH:24]=2)([CH2:21][CH3:22])[CH2:19][CH3:20])=[CH:14][C:13]=1[CH3:34])([C:4]([CH3:7])([CH3:6])[CH3:5])([CH3:3])[CH3:2].[H-].[H-].[H-].[H-].[Li+].[Al+3]. (4) Given the product [NH2:37][C:35]1[S:34][C:33]2[CH2:38][C@@H:29]([N:28]([CH2:27][CH2:26][CH3:25])[CH2:2][CH2:3][CH2:4][CH2:5][N:6]3[C:10](=[O:11])[C:9]4[C:8](=[CH:15][CH:14]=[CH:13][CH:12]=4)[C:7]3=[O:16])[CH2:30][CH2:31][C:32]=2[N:36]=1, predict the reactants needed to synthesize it. The reactants are: Br[CH2:2][CH2:3][CH2:4][CH2:5][N:6]1[C:10](=[O:11])[C:9]2=[CH:12][CH:13]=[CH:14][CH:15]=[C:8]2[C:7]1=[O:16].C(=O)([O-])[O-].[Cs+].[Cs+].[I-].[Na+].[CH3:25][CH2:26][CH2:27][NH:28][C@@H:29]1[CH2:38][C:33]2[S:34][C:35]([NH2:37])=[N:36][C:32]=2[CH2:31][CH2:30]1. (5) Given the product [Cl:1][C:2]1[C:14]([CH3:15])=[CH:13][C:5]2[CH:6]([CH3:12])[NH:7][NH:8][S:9](=[O:11])(=[O:10])[C:4]=2[C:3]=1[Cl:16], predict the reactants needed to synthesize it. The reactants are: [Cl:1][C:2]1[C:14]([CH3:15])=[CH:13][C:5]2[C:6]([CH3:12])=[N:7][NH:8][S:9](=[O:11])(=[O:10])[C:4]=2[C:3]=1[Cl:16].